This data is from Merck oncology drug combination screen with 23,052 pairs across 39 cell lines. The task is: Regression. Given two drug SMILES strings and cell line genomic features, predict the synergy score measuring deviation from expected non-interaction effect. (1) Drug 1: COc1cccc2c1C(=O)c1c(O)c3c(c(O)c1C2=O)CC(O)(C(=O)CO)CC3OC1CC(N)C(O)C(C)O1. Drug 2: O=C(NOCC(O)CO)c1ccc(F)c(F)c1Nc1ccc(I)cc1F. Cell line: HT29. Synergy scores: synergy=4.28. (2) Drug 1: COc1cccc2c1C(=O)c1c(O)c3c(c(O)c1C2=O)CC(O)(C(=O)CO)CC3OC1CC(N)C(O)C(C)O1. Drug 2: N#Cc1ccc(Cn2cncc2CN2CCN(c3cccc(Cl)c3)C(=O)C2)cc1. Cell line: SW620. Synergy scores: synergy=0.505. (3) Drug 1: COC12C(COC(N)=O)C3=C(C(=O)C(C)=C(N)C3=O)N1CC1NC12. Drug 2: O=C(NOCC(O)CO)c1ccc(F)c(F)c1Nc1ccc(I)cc1F. Cell line: CAOV3. Synergy scores: synergy=4.47. (4) Cell line: A2780. Synergy scores: synergy=23.3. Drug 2: Cc1nc(Nc2ncc(C(=O)Nc3c(C)cccc3Cl)s2)cc(N2CCN(CCO)CC2)n1. Drug 1: O=P1(N(CCCl)CCCl)NCCCO1. (5) Drug 1: O=S1(=O)NC2(CN1CC(F)(F)F)C1CCC2Cc2cc(C=CCN3CCC(C(F)(F)F)CC3)ccc2C1. Drug 2: NC1CCCCC1N.O=C(O)C(=O)O.[Pt+2]. Cell line: SW837. Synergy scores: synergy=-14.4.